From a dataset of Forward reaction prediction with 1.9M reactions from USPTO patents (1976-2016). Predict the product of the given reaction. (1) Given the reactants [Cl:1][C:2]1[CH:7]=[CH:6][C:5]([C:8]2([O:14][CH3:15])[CH2:13][CH2:12][NH:11][CH2:10][CH2:9]2)=[CH:4][CH:3]=1.N1C(C)=CC=CC=1C.II.Br[CH2:27][CH2:28][CH:29]=[C:30]1[C:36]2[CH:37]=[CH:38][CH:39]=[N:40][C:35]=2[CH2:34][O:33][C:32]2[CH:41]=[CH:42][C:43]([C:45]([OH:48])([CH3:47])[CH3:46])=[CH:44][C:31]1=2, predict the reaction product. The product is: [Cl:1][C:2]1[CH:7]=[CH:6][C:5]([C:8]2([O:14][CH3:15])[CH2:9][CH2:10][N:11]([CH2:27][CH2:28][CH:29]=[C:30]3[C:36]4[CH:37]=[CH:38][CH:39]=[N:40][C:35]=4[CH2:34][O:33][C:32]4[CH:41]=[CH:42][C:43]([C:45]([OH:48])([CH3:47])[CH3:46])=[CH:44][C:31]3=4)[CH2:12][CH2:13]2)=[CH:4][CH:3]=1. (2) Given the reactants [CH2:1]([O:3][C@@H:4]([CH2:9][C:10]1[CH:15]=[CH:14][C:13]([C:16]2[CH:21]=[CH:20][CH:19]=[C:18]([N:22]([CH3:35])[C:23](OC3C=CC([N+]([O-])=O)=CC=3)=[O:24])[N:17]=2)=[CH:12][CH:11]=1)[C:5]([O:7][CH3:8])=[O:6])[CH3:2].CN(C)C=O.[CH2:41]([NH2:46])[CH2:42][CH2:43][CH2:44][CH3:45], predict the reaction product. The product is: [CH2:1]([O:3][C@@H:4]([CH2:9][C:10]1[CH:11]=[CH:12][C:13]([C:16]2[CH:21]=[CH:20][CH:19]=[C:18]([N:22]([CH3:35])[C:23]([NH:46][CH2:41][CH2:42][CH2:43][CH2:44][CH3:45])=[O:24])[N:17]=2)=[CH:14][CH:15]=1)[C:5]([O:7][CH3:8])=[O:6])[CH3:2]. (3) Given the reactants C(OC([N:8]1[CH2:17][CH2:16][C:15]2[N:14]=[CH:13][C:12]([NH:18][C:19]([C:21]3[CH:25]=[CH:24][NH:23][N:22]=3)=[O:20])=[CH:11][C:10]=2[CH2:9]1)=O)(C)(C)C, predict the reaction product. The product is: [N:14]1[C:15]2[CH2:16][CH2:17][NH:8][CH2:9][C:10]=2[CH:11]=[C:12]([NH:18][C:19]([C:21]2[CH:25]=[CH:24][NH:23][N:22]=2)=[O:20])[CH:13]=1. (4) Given the reactants [C:1]1([C:7]2[N:8]=[CH:9][C:10]([N:19]([CH2:23][CH2:24][CH2:25][CH2:26][O:27][CH2:28][C:29](O)=[O:30])[CH:20]([CH3:22])[CH3:21])=[N:11][C:12]=2[C:13]2[CH:18]=[CH:17][CH:16]=[CH:15][CH:14]=2)[CH:6]=[CH:5][CH:4]=[CH:3][CH:2]=1.C([N:34](CC)CC)C.C(Cl)(=O)OCC.N, predict the reaction product. The product is: [C:1]1([C:7]2[N:8]=[CH:9][C:10]([N:19]([CH2:23][CH2:24][CH2:25][CH2:26][O:27][CH2:28][C:29]([NH2:34])=[O:30])[CH:20]([CH3:22])[CH3:21])=[N:11][C:12]=2[C:13]2[CH:14]=[CH:15][CH:16]=[CH:17][CH:18]=2)[CH:6]=[CH:5][CH:4]=[CH:3][CH:2]=1. (5) Given the reactants C([O:3][C:4](=[O:33])[CH2:5][CH2:6][S:7][C:8]1[S:12][C:11]([NH:13][C:14]([C:16]2[C:24]3[C:19](=[CH:20][C:21]([C:25]([F:28])([F:27])[F:26])=[CH:22][CH:23]=3)[N:18]([CH2:29][CH:30]3[CH2:32][CH2:31]3)[CH:17]=2)=[O:15])=[N:10][CH:9]=1)C.C1(CN2C3C(=CC=C(F)C=3)C(C(NC3SC=C(SCC(O)=O)N=3)=O)=C2)CC1, predict the reaction product. The product is: [CH:30]1([CH2:29][N:18]2[C:19]3[C:24](=[CH:23][CH:22]=[C:21]([C:25]([F:27])([F:28])[F:26])[CH:20]=3)[C:16]([C:14]([NH:13][C:11]3[S:12][C:8]([S:7][CH2:6][CH2:5][C:4]([OH:33])=[O:3])=[CH:9][N:10]=3)=[O:15])=[CH:17]2)[CH2:31][CH2:32]1. (6) The product is: [N:1]1[CH:5]=[C:4]([CH2:6][N:7]([CH:21]([CH3:23])[CH3:22])[C:8]2[CH:9]=[CH:10][C:11]([O:14][C:15]([F:16])([F:17])[F:18])=[CH:12][CH:13]=2)[NH:3][CH:2]=1. Given the reactants [N:1]1[CH:5]=[C:4]([CH2:6][NH:7][C:8]2[CH:13]=[CH:12][C:11]([O:14][C:15]([F:18])([F:17])[F:16])=[CH:10][CH:9]=2)[NH:3][CH:2]=1.CO[C:21]([CH3:23])=[CH2:22].FC(F)(F)C(O)=O.C(O[BH-](OC(=O)C)OC(=O)C)(=O)C.[Na+].[OH-].[Na+], predict the reaction product. (7) Given the reactants N.[NH2-].[Na+].[CH2:4]([O:11][C:12]1[CH:13]=[CH:14][C:15](Br)=[C:16]([CH2:18][CH2:19][C:20]#[N:21])[CH:17]=1)[C:5]1[CH:10]=[CH:9][CH:8]=[CH:7][CH:6]=1.[N+]([O-])([O-])=O.[NH4+], predict the reaction product. The product is: [CH2:4]([O:11][C:12]1[CH:13]=[CH:14][C:15]2[CH:19]([C:20]#[N:21])[CH2:18][C:16]=2[CH:17]=1)[C:5]1[CH:10]=[CH:9][CH:8]=[CH:7][CH:6]=1.